Dataset: Forward reaction prediction with 1.9M reactions from USPTO patents (1976-2016). Task: Predict the product of the given reaction. (1) Given the reactants [N:1]1[C:8](Cl)=[N:7][C:5]([Cl:6])=[N:4][C:2]=1[Cl:3].C(=O)(O)[O-].[K+].[CH:15]1([CH2:21][OH:22])[CH2:20][CH2:19][CH2:18][CH2:17][CH2:16]1, predict the reaction product. The product is: [Cl:3][C:2]1[N:4]=[C:5]([Cl:6])[N:7]=[C:8]([O:22][CH2:21][CH:15]2[CH2:20][CH2:19][CH2:18][CH2:17][CH2:16]2)[N:1]=1. (2) Given the reactants [NH2:1][C:2]1[CH:10]=[CH:9][C:8](I)=[CH:7][C:3]=1[C:4]([OH:6])=[O:5].[Si:12]([C:16]#[CH:17])([CH3:15])([CH3:14])[CH3:13].C(N(CC)CC)C, predict the reaction product. The product is: [NH2:1][C:2]1[CH:10]=[CH:9][C:8]([C:17]#[C:16][Si:12]([CH3:15])([CH3:14])[CH3:13])=[CH:7][C:3]=1[C:4]([OH:6])=[O:5].